The task is: Predict the product of the given reaction.. This data is from Forward reaction prediction with 1.9M reactions from USPTO patents (1976-2016). (1) Given the reactants [CH2:1]([O:8][C:9]1[CH:10]=[CH:11][C:12]2[C:13]3[N:21]([CH2:22][CH2:23][CH2:24][CH2:25][N:26]4[CH2:30][CH2:29][CH2:28][S:27]4(=[O:32])=[O:31])[C:20]([CH2:33][O:34][CH2:35][CH3:36])=[N:19][C:14]=3[CH:15]=[N:16][C:17]=2[CH:18]=1)[C:2]1[CH:7]=[CH:6][CH:5]=[CH:4][CH:3]=1.ClC1C=C(C=CC=1)C(OO)=O.[OH-].[NH4+:49].C1(C)C=CC(S(Cl)(=O)=O)=CC=1, predict the reaction product. The product is: [CH2:1]([O:8][C:9]1[CH:10]=[CH:11][C:12]2[C:13]3[N:21]([CH2:22][CH2:23][CH2:24][CH2:25][N:26]4[CH2:30][CH2:29][CH2:28][S:27]4(=[O:31])=[O:32])[C:20]([CH2:33][O:34][CH2:35][CH3:36])=[N:19][C:14]=3[C:15]([NH2:49])=[N:16][C:17]=2[CH:18]=1)[C:2]1[CH:3]=[CH:4][CH:5]=[CH:6][CH:7]=1. (2) Given the reactants [CH3:1][O:2][C:3]1[CH:8]=[CH:7][C:6]([C:9]2[O:13][N:12]=[C:11]([CH:14]=O)[CH:10]=2)=[CH:5][CH:4]=1.[CH3:16][O:17][C:18]1[CH:19]=[C:20]([CH:24]=[CH:25][C:26]=1[O:27][CH3:28])[CH2:21][C:22]#[N:23], predict the reaction product. The product is: [CH3:16][O:17][C:18]1[CH:19]=[C:20](/[C:21](=[CH:14]/[C:11]2[CH:10]=[C:9]([C:6]3[CH:5]=[CH:4][C:3]([O:2][CH3:1])=[CH:8][CH:7]=3)[O:13][N:12]=2)/[C:22]#[N:23])[CH:24]=[CH:25][C:26]=1[O:27][CH3:28]. (3) Given the reactants N1([CH2:8][CH2:9][N:10]2[CH2:15][CH2:14][CH:13]([NH:16][C:17]([C:19]3[NH:20][C:21]4[C:26]([CH:27]=3)=[C:25]([O:28][CH2:29][CH:30]([CH3:32])[CH3:31])[CH:24]=[CH:23][CH:22]=4)=[O:18])[CH2:12][CH2:11]2)CCCCCC1.CCN(C(C)C)C(C)C.NC1CCN(CC[OH:51])CC1.[OH-].[Na+].C1CN([P+](ON2N=NC3C2=CC=CC=3)(N2CCCC2)N2CCCC2)CC1.F[P-](F)(F)(F)(F)F, predict the reaction product. The product is: [OH:51][CH2:8][CH2:9][N:10]1[CH2:11][CH2:12][CH:13]([NH:16][C:17]([C:19]2[NH:20][C:21]3[C:26]([CH:27]=2)=[C:25]([O:28][CH2:29][CH:30]([CH3:31])[CH3:32])[CH:24]=[CH:23][CH:22]=3)=[O:18])[CH2:14][CH2:15]1. (4) Given the reactants [NH2:1][CH2:2][C:3]1[CH:28]=[C:27]([F:29])[CH:26]=[CH:25][C:4]=1[CH2:5][O:6][C:7]1[CH2:12][CH:11]([CH3:13])[N:10]([CH2:14][C:15]2[CH:20]=[CH:19][C:18]([O:21][CH3:22])=[CH:17][CH:16]=2)[C:9](=[O:23])[C:8]=1[Cl:24].C(N(CC)CC)C.[C:37]([C:41]1[CH:45]=[C:44]([NH:46][C:47](=O)[O:48]C2C=CC=CC=2)[N:43]([C:56]2[CH:61]=[CH:60][C:59]([Cl:62])=[C:58]([OH:63])[CH:57]=2)[N:42]=1)([CH3:40])([CH3:39])[CH3:38].[F-].C([N+](CCCC)(CCCC)CCCC)CCC, predict the reaction product. The product is: [C:37]([C:41]1[CH:45]=[C:44]([NH:46][C:47]([NH:1][CH2:2][C:3]2[CH:28]=[C:27]([F:29])[CH:26]=[CH:25][C:4]=2[CH2:5][O:6][C:7]2[CH:12]=[C:11]([CH3:13])[N:10]([CH2:14][C:15]3[CH:20]=[CH:19][C:18]([O:21][CH3:22])=[CH:17][CH:16]=3)[C:9](=[O:23])[C:8]=2[Cl:24])=[O:48])[N:43]([C:56]2[CH:61]=[CH:60][C:59]([Cl:62])=[C:58]([OH:63])[CH:57]=2)[N:42]=1)([CH3:40])([CH3:38])[CH3:39]. (5) Given the reactants [CH3:1][C:2]1[CH:7]=[CH:6][CH:5]=[CH:4][C:3]=1[O:8][CH3:9].[C:10](O)(=[O:14])[C:11]([CH3:13])=[CH2:12], predict the reaction product. The product is: [CH3:9][O:8][C:3]1[CH:4]=[C:5]2[C:6](=[CH:7][C:2]=1[CH3:1])[C:10](=[O:14])[CH:11]([CH3:13])[CH2:12]2. (6) Given the reactants [Cl:1][C:2]1[CH:3]=[C:4]([CH2:9][C:10]([O:12]C(C)(C)C)=O)[CH:5]=[N:6][C:7]=1[Cl:8].C(O)(C(F)(F)F)=O.[NH2:24][C:25]1[N:30]=[CH:29][C:28]([N:31]2[CH2:36][CH2:35][N:34]([C:37](=[O:39])[CH3:38])[CH2:33][CH2:32]2)=[CH:27][CH:26]=1.CCN(C(C)C)C(C)C.F[P-](F)(F)(F)(F)F.N1(OC(N(C)C)=[N+](C)C)C2N=CC=CC=2N=N1, predict the reaction product. The product is: [C:37]([N:34]1[CH2:33][CH2:32][N:31]([C:28]2[CH:27]=[CH:26][C:25]([NH:24][C:10](=[O:12])[CH2:9][C:4]3[CH:5]=[N:6][C:7]([Cl:8])=[C:2]([Cl:1])[CH:3]=3)=[N:30][CH:29]=2)[CH2:36][CH2:35]1)(=[O:39])[CH3:38].